Dataset: Retrosynthesis with 50K atom-mapped reactions and 10 reaction types from USPTO. Task: Predict the reactants needed to synthesize the given product. (1) Given the product CCCCc1nn(C(C)C(=O)OC)c(=O)n1Cc1ccc(-c2ccccc2C#N)cc1, predict the reactants needed to synthesize it. The reactants are: CCCCc1n[nH]c(=O)n1Cc1ccc(-c2ccccc2C#N)cc1.COC(=O)C(C)Br. (2) Given the product CC(C)(C)OC(=O)N1CCN(c2cncc(Br)c2)CC1, predict the reactants needed to synthesize it. The reactants are: Brc1cncc(Br)c1.CC(C)(C)OC(=O)N1CCNCC1. (3) Given the product Clc1nc(N2CCOCC2)c2sc(CN3CCC(CN4CCOCC4)CC3)cc2n1, predict the reactants needed to synthesize it. The reactants are: C1CC(CN2CCOCC2)CCN1.O=Cc1cc2nc(Cl)nc(N3CCOCC3)c2s1. (4) Given the product CC(=O)OC[C@@H](OC(C)=O)[C@@H](OC(C)=O)[C@H](OC(C)=O)[C@@H](OC(C)=O)C(=O)NC[C@H]1O[C@@](O)(Cc2ccccc2)[C@H](N)[C@@H](OC(C)=O)[C@@H]1OC(C)=O, predict the reactants needed to synthesize it. The reactants are: CC(=O)OC[C@@H](OC(C)=O)[C@@H](OC(C)=O)[C@H](OC(C)=O)[C@@H](OC(C)=O)C(=O)NC[C@H]1O[C@@](O)(Cc2ccccc2)[C@H](NC(=O)OCc2ccccc2)[C@@H](OC(C)=O)[C@@H]1OC(C)=O. (5) Given the product CC(C)(C=O)C1=CCN(Cc2ccccc2)CC1, predict the reactants needed to synthesize it. The reactants are: CC(C)(CO)C1=CCN(Cc2ccccc2)CC1. (6) The reactants are: Clc1ccc(Cl)nn1.OCCF. Given the product FCCOc1ccc(Cl)nn1, predict the reactants needed to synthesize it. (7) Given the product COC(=O)CCc1ccc(OCC[C@H](C)Oc2ccc(Cl)cc2-c2ccccc2F)cc1C, predict the reactants needed to synthesize it. The reactants are: COC(=O)CCc1ccc(OCC[C@H](C)Oc2ccc(Cl)cc2Br)cc1C.OB(O)c1ccccc1F.